From a dataset of Full USPTO retrosynthesis dataset with 1.9M reactions from patents (1976-2016). Predict the reactants needed to synthesize the given product. (1) Given the product [CH2:28]([O:27][C:25](=[O:26])[CH:24]([O:23][CH2:21][CH3:22])[CH:13]([C:12]1[CH:15]=[CH:16][C:9]([O:8][CH2:1][C:2]2[CH:3]=[CH:4][CH:5]=[CH:6][CH:7]=2)=[CH:10][C:11]=1[O:17][CH:18]([CH3:20])[CH3:19])[OH:14])[CH3:29], predict the reactants needed to synthesize it. The reactants are: [CH2:1]([O:8][C:9]1[CH:16]=[CH:15][C:12]([CH:13]=[O:14])=[C:11]([O:17][CH:18]([CH3:20])[CH3:19])[CH:10]=1)[C:2]1[CH:7]=[CH:6][CH:5]=[CH:4][CH:3]=1.[CH2:21]([O:23][CH2:24][C:25]([O:27][CH2:28][CH3:29])=[O:26])[CH3:22]. (2) Given the product [OH:13][C:14]1([C:6]2[CH:7]=[CH:8][CH:9]=[C:4]([O:3][C:2]([F:12])([F:11])[F:1])[CH:5]=2)[CH2:17][C:16]2([CH2:22][CH2:21][N:20]([C:23]([O:25][C:26]([CH3:29])([CH3:28])[CH3:27])=[O:24])[CH2:19][CH2:18]2)[CH2:15]1, predict the reactants needed to synthesize it. The reactants are: [F:1][C:2]([F:12])([F:11])[O:3][C:4]1[CH:5]=[C:6](Br)[CH:7]=[CH:8][CH:9]=1.[O:13]=[C:14]1[CH2:17][C:16]2([CH2:22][CH2:21][N:20]([C:23]([O:25][C:26]([CH3:29])([CH3:28])[CH3:27])=[O:24])[CH2:19][CH2:18]2)[CH2:15]1. (3) Given the product [NH2:15][C@@H:16]([CH3:43])[CH2:17][N:18]([C:20]1[N:21]([CH2:39][C:40]#[C:41][CH3:42])[C:22]2[C:27](=[O:28])[N:26]([CH2:29][C:30]3[CH:35]=[CH:34][CH:33]=[CH:32][C:31]=3[C:36]#[N:37])[N:25]=[CH:24][C:23]=2[N:38]=1)[CH3:19], predict the reactants needed to synthesize it. The reactants are: FC(F)(F)C(O)=O.C(OC([NH:15][C@@H:16]([CH3:43])[CH2:17][N:18]([C:20]1[N:21]([CH2:39][C:40]#[C:41][CH3:42])[C:22]2[C:27](=[O:28])[N:26]([CH2:29][C:30]3[CH:35]=[CH:34][CH:33]=[CH:32][C:31]=3[C:36]#[N:37])[N:25]=[CH:24][C:23]=2[N:38]=1)[CH3:19])=O)(C)(C)C.C(=O)([O-])[O-].[Na+].[Na+]. (4) Given the product [CH3:20][C:15]1([CH3:21])[C:16]([CH3:19])([CH3:18])[O:17][B:13]([C:2]2[CH:3]=[C:4]([CH2:8][C:9]([O:11][CH3:12])=[O:10])[CH:5]=[CH:6][CH:7]=2)[O:14]1, predict the reactants needed to synthesize it. The reactants are: Br[C:2]1[CH:3]=[C:4]([CH2:8][C:9]([O:11][CH3:12])=[O:10])[CH:5]=[CH:6][CH:7]=1.[B:13]1([B:13]2[O:17][C:16]([CH3:19])([CH3:18])[C:15]([CH3:21])([CH3:20])[O:14]2)[O:17][C:16]([CH3:19])([CH3:18])[C:15]([CH3:21])([CH3:20])[O:14]1.C([O-])(=O)C.[K+]. (5) Given the product [Cl:20][C:21]1[C:22]([C:2]2[CH:3]=[CH:4][C:5]([C:16]([F:19])([F:18])[F:17])=[C:6]([NH:8][CH2:9][CH:10]3[CH2:15][CH2:14][O:13][CH2:12][CH2:11]3)[N:7]=2)=[CH:23][C:24]([F:27])=[N:25][CH:26]=1, predict the reactants needed to synthesize it. The reactants are: Cl[C:2]1[N:7]=[C:6]([NH:8][CH2:9][CH:10]2[CH2:15][CH2:14][O:13][CH2:12][CH2:11]2)[C:5]([C:16]([F:19])([F:18])[F:17])=[CH:4][CH:3]=1.[Cl:20][C:21]1[C:22](B(O)O)=[CH:23][C:24]([F:27])=[N:25][CH:26]=1.C(Cl)Cl.COCCOC. (6) Given the product [C:9]([CH2:8][C:7]1[CH:6]=[C:5]([O:4][CH3:3])[CH:13]=[C:12]([O:14][CH3:15])[C:11]=1[C:10]([OH:16])=[O:26])#[N:17], predict the reactants needed to synthesize it. The reactants are: [OH-].[Na+].[CH3:3][O:4][C:5]1[CH:6]=[C:7]2[C:11](=[C:12]([O:14][CH3:15])[CH:13]=1)[C:10](=[O:16])[C:9](=[N:17]O)[CH2:8]2.C1(C)C=CC(S(Cl)(=O)=[O:26])=CC=1. (7) Given the product [F:32][C:26]1[CH:27]=[CH:28][CH:29]=[C:30]([F:31])[C:25]=1[NH:24][C:22](=[O:23])[C:21]1[CH:33]=[C:17]([C:9]2[N:10]=[C:11]3[CH:16]=[CH:15][CH:14]=[CH:13][N:12]3[C:8]=2[C:6]2[CH:5]=[CH:4][N:3]=[C:2]([NH:54][C:40]3[CH:41]=[CH:42][C:43]([N:45]4[CH2:50][CH2:49][N:48]([CH2:51][CH2:52][CH3:53])[CH2:47][CH2:46]4)=[CH:44][C:39]=3[O:38][CH3:37])[N:7]=2)[CH:18]=[CH:19][C:20]=1[O:34][CH2:35][CH3:36], predict the reactants needed to synthesize it. The reactants are: Cl[C:2]1[N:7]=[C:6]([C:8]2[N:12]3[CH:13]=[CH:14][CH:15]=[CH:16][C:11]3=[N:10][C:9]=2[C:17]2[CH:18]=[CH:19][C:20]([O:34][CH2:35][CH3:36])=[C:21]([CH:33]=2)[C:22]([NH:24][C:25]2[C:30]([F:31])=[CH:29][CH:28]=[CH:27][C:26]=2[F:32])=[O:23])[CH:5]=[CH:4][N:3]=1.[CH3:37][O:38][C:39]1[CH:44]=[C:43]([N:45]2[CH2:50][CH2:49][N:48]([CH2:51][CH2:52][CH3:53])[CH2:47][CH2:46]2)[CH:42]=[CH:41][C:40]=1[NH2:54].Cl.O1CCOCC1.C[O-].[Na+].